Dataset: Experimentally validated miRNA-target interactions with 360,000+ pairs, plus equal number of negative samples. Task: Binary Classification. Given a miRNA mature sequence and a target amino acid sequence, predict their likelihood of interaction. (1) The miRNA is hsa-miR-519d-3p with sequence CAAAGUGCCUCCCUUUAGAGUG. The protein sequence of the target gene is MEAGGLPLELWRMILAYLHLPDLGRCSLVCRAWYELILSLDSTRWRQLCLGCTECRHPNWPNQPDVEPESWREAFKQHYLASKTWTKNALDLESSICFSLFRRRRERRTLSVGPGREFDSLGSALAMASLYDRIVLFPGVYEEQGEIILKVPVEIVGQGKLGEVALLASIDQHCSTTRLCNLVFTPAWFSPIMYKTTSGHVQFDNCNFENGHIQVHGPGTCQVKFCTFKNTHIFLHNVPLCVLENCEFVGSENNSVTVEGHPSADKNWAYKYLLGLIKSSPTFLPTEDSDFLMSLDLESR.... Result: 1 (interaction). (2) The miRNA is hsa-miR-3176 with sequence ACUGGCCUGGGACUACCGG. The protein sequence of the target gene is MSVRGKAGKGLGKGGAKCHRKVLSDNIQGITKCTIRRLARHGGVKRILGLIYEETRRVFKVFLENVIWYAVTNTEHAKRKTVTAMAVVYVLKRQGRTL. Result: 1 (interaction). (3) The miRNA is hsa-miR-323b-5p with sequence AGGUUGUCCGUGGUGAGUUCGCA. The protein sequence of the target gene is MKTLQFFFLFCCWKAICCNSCELTNITIAIEKEECRFCISINTTWCAGYCYTRDLVYKDPARPKIQKTCTFKELVYETVRVPGCAHHADSLYTYPVATQCHCGKCDSDSTDCTVRGLGPSYCSFGEMKE. Result: 0 (no interaction). (4) The miRNA is hsa-miR-6869-5p with sequence GUGAGUAGUGGCGCGCGGCGGC. The protein sequence of the target gene is MARGPGPLGRPRPDTVAMPKRGKRLKFRAHDACSGRVTVADYANSDPAVVRSGRVKKAVANAVQQEVKSLCGLEASQVPAEEALSGAGEPCDIIDSSDEMDAQEESIHERTVSRKKKSKRHKEELDGAGGEEYPMDIWLLLASYIRPEDIVNFSLICKNAWTVTCTAAFWTRLYRRHYTLDASLPLRLRPESMEKLRCLRACVIRSLYHMYEPFAARISKNPAIPESTPSTLKNSKCLLFWCRKIVGNRQEPMWEFNFKFKKQSPRLKSKCTGGLQPPVQYEDVHTNPDQDCCLLQVTTL.... Result: 0 (no interaction).